Dataset: Catalyst prediction with 721,799 reactions and 888 catalyst types from USPTO. Task: Predict which catalyst facilitates the given reaction. (1) Product: [CH3:29][O:30][C:31]1[CH:32]=[CH:4][C:3]([C:2]2[CH:7]=[CH:6][C:5]([N:8]3[C:9]4[CH:10]=[CH:11][CH:12]=[CH:13][C:14]=4[C:15]4[C:20]3=[CH:19][CH:18]=[CH:17][CH:16]=4)=[CH:4][CH:3]=2)=[CH:2][CH:7]=1. Reactant: Br[C:2]1[CH:7]=[CH:6][C:5]([N:8]2[C:20]3[CH:19]=[CH:18][CH:17]=[CH:16][C:15]=3[C:14]3[C:9]2=[CH:10][CH:11]=[CH:12][CH:13]=3)=[CH:4][CH:3]=1.C([O-])([O-])=O.[K+].[K+].O1[CH2:32][CH2:31][O:30][CH2:29]C1. The catalyst class is: 73. (2) Reactant: [F:1][CH:2]([F:43])[C:3]1[N:7]([C:8]2[N:13]=[C:12]([N:14]3[CH2:19][CH2:18][O:17][CH2:16][CH2:15]3)[N:11]=[C:10]([N:20]3[CH2:25][CH2:24][N:23]([CH2:26][CH2:27][N:28]4C(=O)C5C(=CC=CC=5)C4=O)[CH2:22][CH2:21]3)[N:9]=2)[C:6]2[CH:39]=[CH:40][CH:41]=[CH:42][C:5]=2[N:4]=1.ClC1N=C(N2C3C=CC=CC=3N=C2C(F)F)N=C(N2CCOCC2)N=1.O.NN.Cl. Product: [F:43][CH:2]([F:1])[C:3]1[N:7]([C:8]2[N:13]=[C:12]([N:14]3[CH2:15][CH2:16][O:17][CH2:18][CH2:19]3)[N:11]=[C:10]([N:20]3[CH2:21][CH2:22][N:23]([CH2:26][CH2:27][NH2:28])[CH2:24][CH2:25]3)[N:9]=2)[C:6]2[CH:39]=[CH:40][CH:41]=[CH:42][C:5]=2[N:4]=1. The catalyst class is: 8. (3) Reactant: [NH2:1][C:2]1[CH:3]=[C:4]([C:8]2[N:13]3[N:14]=[CH:15][C:16]([C:17]([C:19]4[S:20][CH:21]=[CH:22][CH:23]=4)=[O:18])=[C:12]3[N:11]=[CH:10][CH:9]=2)[CH:5]=[CH:6][CH:7]=1.C(N(CC)CC)C.Cl[C:32]([O:34][CH2:35][C:36]([Cl:39])([Cl:38])[Cl:37])=[O:33]. Product: [S:20]1[CH:21]=[CH:22][CH:23]=[C:19]1[C:17]([C:16]1[CH:15]=[N:14][N:13]2[C:8]([C:4]3[CH:3]=[C:2]([NH:1][C:32](=[O:33])[O:34][CH2:35][C:36]([Cl:39])([Cl:38])[Cl:37])[CH:7]=[CH:6][CH:5]=3)=[CH:9][CH:10]=[N:11][C:12]=12)=[O:18]. The catalyst class is: 7. (4) Reactant: [Cl:1][C:2]1[CH:3]=[C:4]([C:12]2[O:16][N:15]=[C:14]([C:17]3[CH:18]=[CH:19][CH:20]=[C:21]4[C:25]=3[N:24]([CH3:26])[CH:23]=[CH:22]4)[N:13]=2)[CH:5]=[CH:6][C:7]=1[O:8][CH:9]([CH3:11])[CH3:10].C1C(=O)N([Br:34])C(=O)C1. Product: [Br:34][C:22]1[C:21]2[C:25](=[C:17]([C:14]3[N:13]=[C:12]([C:4]4[CH:5]=[CH:6][C:7]([O:8][CH:9]([CH3:10])[CH3:11])=[C:2]([Cl:1])[CH:3]=4)[O:16][N:15]=3)[CH:18]=[CH:19][CH:20]=2)[N:24]([CH3:26])[CH:23]=1. The catalyst class is: 1. (5) The catalyst class is: 22. Reactant: [CH3:1][N:2]1[C:6]([NH:7][C:8]([C:21]2[CH:26]=[CH:25][CH:24]=[CH:23][CH:22]=2)([C:15]2[CH:20]=[CH:19][CH:18]=[CH:17][CH:16]=2)[C:9]2[CH:14]=[CH:13][CH:12]=[CH:11][CH:10]=2)=[C:5]([NH:27][C:28](=O)[O:29]C2C=CC=CC=2)[CH:4]=[N:3]1.[C:37]([NH:56][CH2:57][CH2:58][CH2:59][NH:60][CH2:61][CH2:62][NH:63][C:64](=[O:70])[O:65][C:66]([CH3:69])([CH3:68])[CH3:67])([C:50]1[CH:55]=[CH:54][CH:53]=[CH:52][CH:51]=1)([C:44]1[CH:49]=[CH:48][CH:47]=[CH:46][CH:45]=1)[C:38]1[CH:43]=[CH:42][CH:41]=[CH:40][CH:39]=1.C(N(C(C)C)C(C)C)C.C(OCC)(=O)C. Product: [CH3:1][N:2]1[C:6]([NH:7][C:8]([C:15]2[CH:16]=[CH:17][CH:18]=[CH:19][CH:20]=2)([C:21]2[CH:26]=[CH:25][CH:24]=[CH:23][CH:22]=2)[C:9]2[CH:10]=[CH:11][CH:12]=[CH:13][CH:14]=2)=[C:5]([NH:27][C:28]([N:60]([CH2:61][CH2:62][NH:63][C:64](=[O:70])[O:65][C:66]([CH3:67])([CH3:69])[CH3:68])[CH2:59][CH2:58][CH2:57][NH:56][C:37]([C:44]2[CH:49]=[CH:48][CH:47]=[CH:46][CH:45]=2)([C:50]2[CH:51]=[CH:52][CH:53]=[CH:54][CH:55]=2)[C:38]2[CH:43]=[CH:42][CH:41]=[CH:40][CH:39]=2)=[O:29])[CH:4]=[N:3]1. (6) Reactant: [NH2:1][C:2]1[NH:3][C:4](=O)[C:5]2[CH2:11][CH2:10][CH2:9][NH:8][C:6]=2[N:7]=1.C(OC(=O)C)(=O)C.O=P(Cl)(Cl)[Cl:22]. Product: [Cl:22][C:4]1[C:5]2[CH2:11][CH2:10][CH2:9][NH:8][C:6]=2[N:7]=[C:2]([NH2:1])[N:3]=1. The catalyst class is: 572. (7) Product: [Cl:1][C:2]1[C:3]([C:24]#[N:25])=[C:4]([C:8]([NH:10][C@@H:11]2[CH2:16][CH2:15][NH:14][CH2:13][C@@H:12]2[O:22][CH3:23])=[O:9])[NH:5][C:6]=1[CH3:7]. The catalyst class is: 14. Reactant: [Cl:1][C:2]1[C:3]([C:24]#[N:25])=[C:4]([C:8]([NH:10][C@@H:11]2[CH2:16][CH2:15][N:14](C(OCC)=O)[CH2:13][C@@H:12]2[O:22][CH3:23])=[O:9])[NH:5][C:6]=1[CH3:7].[OH-].[Na+].